Task: Predict the product of the given reaction.. Dataset: Forward reaction prediction with 1.9M reactions from USPTO patents (1976-2016) (1) Given the reactants Cl[C:2]1[CH:3]=[CH:4][C:5]2[N:6]([C:8]([C@H:11]([C:13]3[C:14]([F:24])=[C:15]4[C:19](=[CH:20][C:21]=3[F:22])[N:18]([CH3:23])[N:17]=[CH:16]4)[CH3:12])=[CH:9][N:10]=2)[N:7]=1.[F-].[K+].[NH:27]1[CH2:32][CH2:31][NH:30][CH2:29][C:28]1=[O:33], predict the reaction product. The product is: [F:24][C:14]1[C:13]([C@@H:11]([C:8]2[N:6]3[N:7]=[C:2]([N:30]4[CH2:31][CH2:32][NH:27][C:28](=[O:33])[CH2:29]4)[CH:3]=[CH:4][C:5]3=[N:10][CH:9]=2)[CH3:12])=[C:21]([F:22])[CH:20]=[C:19]2[C:15]=1[CH:16]=[N:17][N:18]2[CH3:23]. (2) The product is: [OH:9][CH2:8][C:5]1[CH:6]=[CH:7][C:2]([C:40]#[N:41])=[CH:3][C:4]=1[CH3:10]. Given the reactants Br[C:2]1[CH:7]=[CH:6][C:5]([CH2:8][OH:9])=[C:4]([CH3:10])[CH:3]=1.COC1C=CC=C(OC)C=1C1C=CC=CC=1P(C1CCCCC1)C1CCCCC1.[CH3:40][N:41](C=O)C.O, predict the reaction product. (3) Given the reactants Br[Zn][CH2:3][CH2:4][CH2:5][C:6]([O:8][CH2:9][CH3:10])=[O:7].Br[C:12]1[C:21]2[CH:20]=[CH:19][CH:18]=[C:17]([C:22]#[N:23])[C:16]=2[CH:15]=[CH:14][N:13]=1, predict the reaction product. The product is: [C:22]([C:17]1[CH:18]=[CH:19][CH:20]=[C:21]2[C:16]=1[CH:15]=[CH:14][N:13]=[C:12]2[CH2:3][CH2:4][CH2:5][C:6]([O:8][CH2:9][CH3:10])=[O:7])#[N:23].